This data is from Full USPTO retrosynthesis dataset with 1.9M reactions from patents (1976-2016). The task is: Predict the reactants needed to synthesize the given product. (1) Given the product [NH2:1][CH2:2][C:3]1[N:4]([CH2:22][CH:23]([CH3:25])[CH3:24])[C:5](=[O:21])[C:6]2[C:11]([C:12]=1[C:13]1[CH:18]=[CH:17][CH:16]=[CH:15][CH:14]=1)=[CH:10][C:9]([C:19]([NH2:20])=[O:28])=[CH:8][CH:7]=2, predict the reactants needed to synthesize it. The reactants are: [NH2:1][CH2:2][C:3]1[N:4]([CH2:22][CH:23]([CH3:25])[CH3:24])[C:5](=[O:21])[C:6]2[C:11]([C:12]=1[C:13]1[CH:18]=[CH:17][CH:16]=[CH:15][CH:14]=1)=[CH:10][C:9]([C:19]#[N:20])=[CH:8][CH:7]=2.CS(C)=[O:28]. (2) Given the product [CH3:16][N:4]([CH2:3][CH2:2][O:1][S:18]([CH3:17])(=[O:20])=[O:19])[CH:5]1[CH2:8][N:7]([C:9]([O:11][C:12]([CH3:13])([CH3:15])[CH3:14])=[O:10])[CH2:6]1, predict the reactants needed to synthesize it. The reactants are: [OH:1][CH2:2][CH2:3][N:4]([CH3:16])[CH:5]1[CH2:8][N:7]([C:9]([O:11][C:12]([CH3:15])([CH3:14])[CH3:13])=[O:10])[CH2:6]1.[CH3:17][S:18](Cl)(=[O:20])=[O:19]. (3) Given the product [CH3:1][C@H:2]1[NH:3][CH2:4][C@@H:5]([C:8]([NH:10][C:11]2[CH:12]=[CH:13][CH:14]=[CH:15][CH:16]=2)=[O:9])[CH2:6][CH2:7]1, predict the reactants needed to synthesize it. The reactants are: [CH3:1][C@@H:2]1[CH2:7][CH2:6][C@H:5]([C:8]([NH:10][C:11]2[CH:16]=[CH:15][CH:14]=[CH:13][CH:12]=2)=[O:9])[CH2:4][N:3]1C(OCC1C=CC=CC=1)=O. (4) Given the product [Br:1][C:2]1[CH:3]=[C:4]([CH:9]=[CH:10][C:11]=1[C:12]1[N:16]([CH3:17])[N:15]=[CH:14][CH:13]=1)[C:5]([OH:7])=[O:6], predict the reactants needed to synthesize it. The reactants are: [Br:1][C:2]1[CH:3]=[C:4]([CH:9]=[CH:10][C:11]=1[C:12]1[N:16]([CH3:17])[N:15]=[CH:14][CH:13]=1)[C:5]([O:7]C)=[O:6].[OH-].[Na+]. (5) The reactants are: [N:1]1([CH2:7][CH2:8][CH2:9][O:10][C:11]2[CH:18]=[CH:17][C:14]([CH:15]=O)=[CH:13][CH:12]=2)[CH2:6][CH2:5][CH2:4][CH2:3][CH2:2]1.[NH2:19][C:20]1[CH:25]=[CH:24][CH:23]=[CH:22][CH:21]=1.C(O[BH-](OC(=O)C)OC(=O)C)(=O)C.[Na+].[OH-].[Na+].[CH2:42]([Cl:44])[Cl:43]. Given the product [NH3:1].[CH2:42]([Cl:44])[Cl:43].[C:20]1([NH:19][CH2:15][C:14]2[CH:17]=[CH:18][C:11]([O:10][CH2:9][CH2:8][CH2:7][N:1]3[CH2:6][CH2:5][CH2:4][CH2:3][CH2:2]3)=[CH:12][CH:13]=2)[CH:25]=[CH:24][CH:23]=[CH:22][CH:21]=1, predict the reactants needed to synthesize it. (6) Given the product [OH:10][CH:8]1[CH2:9][CH:6]([C:4]([N:3]([O:2][CH3:1])[CH3:11])=[O:5])[CH2:7]1, predict the reactants needed to synthesize it. The reactants are: [CH3:1][O:2][N:3]([CH3:11])[C:4]([CH:6]1[CH2:9][C:8](=[O:10])[CH2:7]1)=[O:5].CO.[BH4-].[Na+].Cl. (7) Given the product [CH:37]1([NH:42][C:32](=[O:34])[C:31]2[CH:35]=[CH:36][C:28]([S:27][CH2:26][C:16]3[C:17]4[CH2:18][CH2:19][CH2:20][C:21](=[O:25])[C:22]=4[CH:23]=[CH:24][C:15]=3[O:14][C@@H:7]([C:8]3[CH:9]=[CH:10][CH:11]=[CH:12][CH:13]=3)[CH2:6][N:1]3[CH:5]=[CH:4][N:3]=[CH:2]3)=[CH:29][CH:30]=2)[CH2:41][CH2:40][CH2:39][CH2:38]1, predict the reactants needed to synthesize it. The reactants are: [N:1]1([CH2:6][C@@H:7]([O:14][C:15]2[CH:24]=[CH:23][C:22]3[C:21](=[O:25])[CH2:20][CH2:19][CH2:18][C:17]=3[C:16]=2[CH2:26][S:27][C:28]2[CH:36]=[CH:35][C:31]([C:32]([OH:34])=O)=[CH:30][CH:29]=2)[C:8]2[CH:13]=[CH:12][CH:11]=[CH:10][CH:9]=2)[CH:5]=[CH:4][N:3]=[CH:2]1.[CH:37]1([NH2:42])[CH2:41][CH2:40][CH2:39][CH2:38]1.